From a dataset of Forward reaction prediction with 1.9M reactions from USPTO patents (1976-2016). Predict the product of the given reaction. (1) Given the reactants [CH2:1]([O:8][C:9]([C@H:11]1[CH2:16][CH2:15][C@@H:14]([N:17]([C:28](=[O:54])[CH2:29][CH2:30][C@H:31]([NH:38][CH2:39][C:40]2[C:45]([NH2:46])=[CH:44][N:43]=[C:42]([O:47][C:48]3[CH:53]=[CH:52][CH:51]=[CH:50][CH:49]=3)[CH:41]=2)[CH:32]2[CH2:37][CH2:36][O:35][CH2:34][CH2:33]2)[CH2:18][CH2:19][O:20][CH2:21][C:22]2[CH:27]=[CH:26][CH:25]=[CH:24][CH:23]=2)[CH2:13][CH2:12]1)=[O:10])[C:2]1[CH:7]=[CH:6][CH:5]=[CH:4][CH:3]=1.Br[C:56]#[N:57], predict the reaction product. The product is: [CH2:1]([O:8][C:9]([C@H:11]1[CH2:12][CH2:13][C@@H:14]([N:17]([C:28](=[O:54])[CH2:29][CH2:30][C@H:31]([N:38]2[CH2:39][C:40]3[CH:41]=[C:42]([O:47][C:48]4[CH:49]=[CH:50][CH:51]=[CH:52][CH:53]=4)[N:43]=[CH:44][C:45]=3[N:46]=[C:56]2[NH2:57])[CH:32]2[CH2:37][CH2:36][O:35][CH2:34][CH2:33]2)[CH2:18][CH2:19][O:20][CH2:21][C:22]2[CH:27]=[CH:26][CH:25]=[CH:24][CH:23]=2)[CH2:15][CH2:16]1)=[O:10])[C:2]1[CH:3]=[CH:4][CH:5]=[CH:6][CH:7]=1. (2) Given the reactants Br.[N:2]1[CH:7]=[CH:6][CH:5]=[C:4]([O:8][C:9]2[CH:14]=[CH:13][C:12]([C:15]3[O:19][C:18]([NH2:20])=[N:17][N:16]=3)=[CH:11][CH:10]=2)[CH:3]=1.[F:21][C:22]1[CH:30]=[CH:29][C:25]([C:26](Cl)=[O:27])=[CH:24][C:23]=1[C:31]([F:34])([F:33])[F:32], predict the reaction product. The product is: [F:21][C:22]1[CH:30]=[CH:29][C:25]([C:26]([NH:20][C:18]2[O:19][C:15]([C:12]3[CH:11]=[CH:10][C:9]([O:8][C:4]4[CH:3]=[N:2][CH:7]=[CH:6][CH:5]=4)=[CH:14][CH:13]=3)=[N:16][N:17]=2)=[O:27])=[CH:24][C:23]=1[C:31]([F:32])([F:33])[F:34].